Dataset: Forward reaction prediction with 1.9M reactions from USPTO patents (1976-2016). Task: Predict the product of the given reaction. (1) Given the reactants Cl[C:2]1[N:7]=[N:6][C:5]([C:8]2[N:16]3[C:11]([CH:12]=[CH:13][CH:14]=[CH:15]3)=[CH:10][C:9]=2[C:17]([O:19][CH2:20][CH3:21])=[O:18])=[CH:4][CH:3]=1.[CH3:22][N:23]([CH3:27])[CH2:24][CH2:25][OH:26], predict the reaction product. The product is: [CH3:22][N:23]([CH3:27])[CH2:24][CH2:25][O:26][C:2]1[N:7]=[N:6][C:5]([C:8]2[N:16]3[C:11]([CH:12]=[CH:13][CH:14]=[CH:15]3)=[CH:10][C:9]=2[C:17]([O:19][CH2:20][CH3:21])=[O:18])=[CH:4][CH:3]=1. (2) Given the reactants Cl[C:2]1[CH:7]=[CH:6][C:5]([S:8]([NH2:11])(=[O:10])=[O:9])=[CH:4][C:3]=1[N+:12]([O-:14])=[O:13].[CH:15]([N:18]1[CH2:23][CH2:22][CH:21]([NH2:24])[CH2:20][CH2:19]1)([CH3:17])[CH3:16], predict the reaction product. The product is: [CH:15]([N:18]1[CH2:23][CH2:22][CH:21]([NH:24][C:2]2[CH:7]=[CH:6][C:5]([S:8]([NH2:11])(=[O:10])=[O:9])=[CH:4][C:3]=2[N+:12]([O-:14])=[O:13])[CH2:20][CH2:19]1)([CH3:17])[CH3:16].